From a dataset of Reaction yield outcomes from USPTO patents with 853,638 reactions. Predict the reaction yield, written as a fraction of the theoretical maximum amount of product (1.0 means a 100% yield; for example, 0.34 means a 34% yield). (1) The reactants are [CH:1]([Si:4]([CH:38]([CH3:40])[CH3:39])([CH:35]([CH3:37])[CH3:36])[O:5][CH2:6][CH2:7][CH2:8][N:9]1[CH2:13][CH2:12][CH2:11][C@H:10]1[C:14]1[N:18]2[CH:19]=[C:20]([O:23][C@H:24]3[C:33]4[C:28](=[CH:29][CH:30]=[CH:31][CH:32]=4)[C@@H:27]([NH2:34])[CH2:26][CH2:25]3)[CH:21]=[CH:22][C:17]2=[N:16][N:15]=1)([CH3:3])[CH3:2].CCN(C(C)C)C(C)C.ClC(Cl)(Cl)C[O:53][C:54](=O)[NH:55][C:56]1[N:57]([C:65]2[CH:70]=[CH:69][C:68]([CH3:71])=[CH:67][CH:66]=2)[N:58]=[C:59]([C:61]([CH3:64])([CH3:63])[CH3:62])[CH:60]=1. The catalyst is O1CCOCC1. The product is [C:61]([C:59]1[CH:60]=[C:56]([NH:55][C:54]([NH:34][C@@H:27]2[C:28]3[C:33](=[CH:32][CH:31]=[CH:30][CH:29]=3)[C@H:24]([O:23][C:20]3[CH:21]=[CH:22][C:17]4[N:18]([C:14]([C@@H:10]5[CH2:11][CH2:12][CH2:13][N:9]5[CH2:8][CH2:7][CH2:6][O:5][Si:4]([CH:1]([CH3:3])[CH3:2])([CH:35]([CH3:37])[CH3:36])[CH:38]([CH3:40])[CH3:39])=[N:15][N:16]=4)[CH:19]=3)[CH2:25][CH2:26]2)=[O:53])[N:57]([C:65]2[CH:70]=[CH:69][C:68]([CH3:71])=[CH:67][CH:66]=2)[N:58]=1)([CH3:64])([CH3:62])[CH3:63]. The yield is 0.340. (2) The reactants are Cl.Cl.[Cl:3][C:4]1[CH:5]=[N:6][C:7]2[NH:8][C:9]3[CH:10]=[CH:11][CH:12]=[C:13]([CH:26]=3)[CH2:14][CH2:15][C:16]3[CH:24]=[C:20]([NH:21][C:22]=1[N:23]=2)[CH:19]=[CH:18][C:17]=3[NH2:25].[Cl:27][C:28]1[CH:36]=[CH:35][CH:34]=[CH:33][C:29]=1[C:30](Cl)=[O:31]. No catalyst specified. The product is [ClH:3].[Cl:27][C:28]1[CH:36]=[CH:35][CH:34]=[CH:33][C:29]=1[C:30]([NH:25][C:17]1[CH:18]=[CH:19][C:20]2[NH:21][C:22]3[N:23]=[C:7]([NH:8][C:9]4[CH:10]=[CH:11][CH:12]=[C:13]([CH:26]=4)[CH2:14][CH2:15][C:16]=1[CH:24]=2)[N:6]=[CH:5][C:4]=3[Cl:3])=[O:31]. The yield is 0.240. (3) The reactants are C(OC(=O)C)(=O)C.[CH:8]([OH:10])=O.[Br:11][C:12]1[CH:13]=[CH:14][C:15]([Cl:25])=[C:16]([CH:24]=1)[C:17]([NH:19][CH2:20][CH2:21][NH:22][OH:23])=[O:18]. The catalyst is N1C=CC=CC=1. The product is [Br:11][C:12]1[CH:13]=[CH:14][C:15]([Cl:25])=[C:16]([CH:24]=1)[C:17]([NH:19][CH2:20][CH2:21][N:22]([CH:8]=[O:10])[OH:23])=[O:18]. The yield is 0.550. (4) The reactants are [C:1]1([C:7]2([C:14]3[CH:19]=[CH:18][CH:17]=[CH:16][CH:15]=3)[O:13][CH:8]2[C:9]([O:11][CH3:12])=[O:10])[CH:6]=[CH:5][CH:4]=[CH:3][CH:2]=1.[C:20]1([OH:26])[CH:25]=[CH:24][CH:23]=[CH:22][CH:21]=1. No catalyst specified. The product is [OH:13][CH:8]([C:7]([O:26][C:20]1[CH:25]=[CH:24][CH:23]=[CH:22][CH:21]=1)([C:14]1[CH:19]=[CH:18][CH:17]=[CH:16][CH:15]=1)[C:1]1[CH:2]=[CH:3][CH:4]=[CH:5][CH:6]=1)[C:9]([O:11][CH3:12])=[O:10]. The yield is 0.770. (5) The reactants are [CH:1]([Si:5]([CH:9]([CH2:11][CH3:12])[CH3:10])([CH3:8])OC)([CH2:3][CH3:4])[CH3:2].[ClH:13]. No catalyst specified. The product is [CH:1]([Si:5]([CH:9]([CH2:11][CH3:12])[CH3:10])([CH3:8])[Cl:13])([CH2:3][CH3:4])[CH3:2]. The yield is 0.810. (6) The reactants are [F:1][C:2]([F:12])([F:11])[C:3]1[CH:10]=[CH:9][C:6]([CH2:7][NH2:8])=[CH:5][CH:4]=1.Br[C:14]1[CH:23]=[N:22][CH:21]=[CH:20][C:15]=1[C:16]([O:18][CH3:19])=[O:17]. No catalyst specified. The product is [F:1][C:2]([F:11])([F:12])[C:3]1[CH:10]=[CH:9][C:6]([CH2:7][NH:8][C:20]2[CH:21]=[N:22][CH:23]=[CH:14][C:15]=2[C:16]([O:18][CH3:19])=[O:17])=[CH:5][CH:4]=1. The yield is 0.400. (7) The reactants are [NH2:1][C:2]1[N:7]=[CH:6][N:5]=[C:4]2[N:8]([C@@H:12]3[CH2:17][CH2:16][CH2:15][N:14]([C:18]([O:20][C:21]([CH3:24])([CH3:23])[CH3:22])=[O:19])[CH2:13]3)[N:9]=[C:10](I)[C:3]=12.[F:25][C:26]1[C:47]([F:48])=[CH:46][CH:45]=[CH:44][C:27]=1[O:28][C:29]1[CH:34]=[CH:33][C:32](B2OC(C)(C)C(C)(C)O2)=[CH:31][CH:30]=1.C(=O)([O-])[O-].[Na+].[Na+]. The catalyst is O1CCOCC1.O.C1C=CC([P]([Pd]([P](C2C=CC=CC=2)(C2C=CC=CC=2)C2C=CC=CC=2)([P](C2C=CC=CC=2)(C2C=CC=CC=2)C2C=CC=CC=2)[P](C2C=CC=CC=2)(C2C=CC=CC=2)C2C=CC=CC=2)(C2C=CC=CC=2)C2C=CC=CC=2)=CC=1. The product is [NH2:1][C:2]1[N:7]=[CH:6][N:5]=[C:4]2[N:8]([C@@H:12]3[CH2:17][CH2:16][CH2:15][N:14]([C:18]([O:20][C:21]([CH3:24])([CH3:23])[CH3:22])=[O:19])[CH2:13]3)[N:9]=[C:10]([C:32]3[CH:31]=[CH:30][C:29]([O:28][C:27]4[CH:44]=[CH:45][CH:46]=[C:47]([F:48])[C:26]=4[F:25])=[CH:34][CH:33]=3)[C:3]=12. The yield is 0.820.